This data is from Full USPTO retrosynthesis dataset with 1.9M reactions from patents (1976-2016). The task is: Predict the reactants needed to synthesize the given product. (1) Given the product [CH3:20][O:19][C:16]1[CH:17]=[CH:18][C:13]([N:7]2[CH:8]=[C:3]([C:2]([F:1])([F:10])[F:11])[CH:4]=[CH:5][C:6]2=[O:9])=[CH:14][CH:15]=1, predict the reactants needed to synthesize it. The reactants are: [F:1][C:2]([F:11])([F:10])[C:3]1[CH:4]=[CH:5][C:6](=[O:9])[NH:7][CH:8]=1.I[C:13]1[CH:18]=[CH:17][C:16]([O:19][CH3:20])=[CH:15][CH:14]=1.C([O-])([O-])=O.[K+].[K+].CN(C=O)C. (2) Given the product [Cl:8][C:7]1[C:2]([NH:21][C:20]2[CH:19]=[CH:18][C:17]([C:11]3[C:12]([CH3:16])=[CH:13][CH:14]=[CH:15][C:10]=3[CH3:9])=[CH:23][CH:22]=2)=[N:3][CH:4]=[CH:5][N:6]=1, predict the reactants needed to synthesize it. The reactants are: Cl[C:2]1[C:7]([Cl:8])=[N:6][CH:5]=[CH:4][N:3]=1.[CH3:9][C:10]1[CH:15]=[CH:14][CH:13]=[C:12]([CH3:16])[C:11]=1[C:17]1[CH:23]=[CH:22][C:20]([NH2:21])=[CH:19][CH:18]=1.C(=O)([O-])[O-].[Na+].[Na+].C(=O)([O-])[O-].[Cs+].[Cs+]. (3) Given the product [Br:12][C:4]1[CH:3]=[C:2]([C:20](=[O:21])[C:19]([F:27])([F:26])[F:18])[CH:7]=[C:6]([C:8]([CH3:11])([CH3:10])[CH3:9])[CH:5]=1, predict the reactants needed to synthesize it. The reactants are: Br[C:2]1[CH:7]=[C:6]([C:8]([CH3:11])([CH3:10])[CH3:9])[CH:5]=[C:4]([Br:12])[CH:3]=1.[Li]CCCC.[F:18][C:19]([F:27])([F:26])[C:20](N(OC)C)=[O:21]. (4) Given the product [C:29]([O:32][C:33]([NH:2][CH:3]([C@H:9]([CH3:17])[CH2:10][CH:11]([CH3:16])[CH2:12][CH2:13][CH:14]=[CH2:15])[C:4]([O:6][CH2:7][CH3:8])=[O:5])=[O:34])([CH3:31])([CH3:30])[CH3:28], predict the reactants needed to synthesize it. The reactants are: Cl.[NH2:2][CH:3]([C@H:9]([CH2:17]C)[CH2:10][CH:11]([CH3:16])[CH2:12][CH2:13][CH:14]=[CH2:15])[C:4]([O:6][CH2:7][CH3:8])=[O:5].C(N(CC)C(C)C)(C)C.[CH3:28][C:29]([O:32][C:33](O[C:33]([O:32][C:29]([CH3:31])([CH3:30])[CH3:28])=[O:34])=[O:34])([CH3:31])[CH3:30].